Dataset: Reaction yield outcomes from USPTO patents with 853,638 reactions. Task: Predict the reaction yield, written as a fraction of the theoretical maximum amount of product (1.0 means a 100% yield; for example, 0.34 means a 34% yield). (1) The reactants are [CH2:1]([O:3][C:4](=[O:31])[CH2:5][C:6]([CH3:30])([CH3:29])[C:7]#[C:8][C:9]1[CH:14]=[C:13]([N+:15]([O-:17])=[O:16])[CH:12]=[CH:11][C:10]=1[NH:18][CH2:19][CH2:20][O:21][Si](C(C)(C)C)(C)C)[CH3:2].CCCC[N+](CCCC)(CCCC)CCCC.[F-]. The catalyst is CC#N.Cl[Pd]Cl. The product is [CH2:1]([O:3][C:4](=[O:31])[CH2:5][C:6]([C:7]1[N:18]([CH2:19][CH2:20][OH:21])[C:10]2[C:9]([CH:8]=1)=[CH:14][C:13]([N+:15]([O-:17])=[O:16])=[CH:12][CH:11]=2)([CH3:30])[CH3:29])[CH3:2]. The yield is 0.600. (2) The reactants are F[P-](F)(F)(F)(F)F.CN(C(N1C2C(=NC=CC=2)[N+]([O-])=N1)=[N+](C)C)C.[F:25][C:26]1[CH:31]=[CH:30][CH:29]=[CH:28][C:27]=1[N:32]1[C:40]2[C:35](=[C:36]([N:41]3[CH2:48][C@@H:47]4[C@@H:43]([NH:44][CH2:45][CH2:46]4)[C:42]3=[O:49])[CH:37]=[CH:38][CH:39]=2)[CH:34]=[N:33]1.[O:50]1[CH2:54][CH2:53][C@@H:52]([C:55](O)=[O:56])[CH2:51]1.C(N(CC)CC)C. The catalyst is CN(C)C=O. The product is [F:25][C:26]1[CH:31]=[CH:30][CH:29]=[CH:28][C:27]=1[N:32]1[C:40]2[C:35](=[C:36]([N:41]3[CH2:48][C@@H:47]4[C@@H:43]([N:44]([C:55]([C@@H:52]5[CH2:53][CH2:54][O:50][CH2:51]5)=[O:56])[CH2:45][CH2:46]4)[C:42]3=[O:49])[CH:37]=[CH:38][CH:39]=2)[CH:34]=[N:33]1. The yield is 0.740. (3) The reactants are Br[C:2]1[CH:3]=[C:4]([C:8]2[O:12][N:11]=[C:10]3[CH:13]=[CH:14][C:15]([C:17]4[CH:22]=[CH:21][N:20]=[C:19]([NH:23][C:24](=[O:26])[CH3:25])[N:18]=4)=[CH:16][C:9]=23)[CH:5]=[CH:6][CH:7]=1.C(=O)([O-])[O-].[Cs+].[Cs+].[CH3:33][O:34][C:35]1[N:40]=[CH:39][C:38]([O:41][CH3:42])=[C:37](B(O)O)[N:36]=1.C(P(C(C)(C)C)C(C)(C)C)(C)(C)C. The catalyst is CN(C=O)C.C1C=CC(/C=C/C(/C=C/C2C=CC=CC=2)=O)=CC=1.C1C=CC(/C=C/C(/C=C/C2C=CC=CC=2)=O)=CC=1.C1C=CC(/C=C/C(/C=C/C2C=CC=CC=2)=O)=CC=1.[Pd].[Pd].C1C=CC=CC=1. The product is [CH3:33][O:34][C:35]1[N:40]=[C:39]([C:2]2[CH:3]=[C:4]([C:8]3[O:12][N:11]=[C:10]4[CH:13]=[CH:14][C:15]([C:17]5[CH:22]=[CH:21][N:20]=[C:19]([NH:23][C:24](=[O:26])[CH3:25])[N:18]=5)=[CH:16][C:9]=34)[CH:5]=[CH:6][CH:7]=2)[C:38]([O:41][CH3:42])=[CH:37][N:36]=1. The yield is 0.130. (4) The reactants are [C:1]([O:5][C:6](=[O:30])[C@@H:7]([NH:22][C:23]([O:25][C:26]([CH3:29])([CH3:28])[CH3:27])=[O:24])[CH2:8][CH2:9][CH2:10][NH:11][CH:12]1[C:21]2[N:20]=[CH:19][CH:18]=[CH:17][C:16]=2[CH2:15][CH2:14][CH2:13]1)([CH3:4])([CH3:3])[CH3:2].[C:31]([O:35][C:36]([N:38]1[C:42]2[CH:43]=[CH:44][CH:45]=[CH:46][C:41]=2[N:40]=[C:39]1[CH2:47]Cl)=[O:37])([CH3:34])([CH3:33])[CH3:32].C(N(CC)C(C)C)(C)C. The catalyst is CC#N. The product is [C:31]([O:35][C:36]([N:38]1[C:42]2[CH:43]=[CH:44][CH:45]=[CH:46][C:41]=2[N:40]=[C:39]1[CH2:47][N:11]([CH2:10][CH2:9][CH2:8][CH:7]([C:6]([O:5][C:1]([CH3:4])([CH3:3])[CH3:2])=[O:30])[NH:22][C:23]([O:25][C:26]([CH3:29])([CH3:28])[CH3:27])=[O:24])[CH:12]1[C:21]2[N:20]=[CH:19][CH:18]=[CH:17][C:16]=2[CH2:15][CH2:14][CH2:13]1)=[O:37])([CH3:34])([CH3:33])[CH3:32]. The yield is 0.770. (5) The reactants are [NH2:1][C:2]1[S:3][CH:4]=[C:5]([Br:11])[C:6]=1[C:7]([O:9][CH3:10])=[O:8].[N:12]1[C:21]2[C:16](=[C:17]([CH2:22][C:23](O)=[O:24])[CH:18]=[CH:19][CH:20]=2)[CH:15]=[CH:14][CH:13]=1. No catalyst specified. The product is [Br:11][C:5]1[C:6]([C:7]([O:9][CH3:10])=[O:8])=[C:2]([NH:1][C:23](=[O:24])[CH2:22][C:17]2[CH:18]=[CH:19][CH:20]=[C:21]3[C:16]=2[CH:15]=[CH:14][CH:13]=[N:12]3)[S:3][CH:4]=1. The yield is 0.490. (6) The reactants are [I:1]I.[NH2:3][C:4]1[CH:11]=[CH:10][C:7]([C:8]#[N:9])=[C:6]([S:12][CH3:13])[N:5]=1. The catalyst is C(O)C.S([O-])([O-])(=O)=O.[Ag+2]. The product is [NH2:3][C:4]1[C:11]([I:1])=[CH:10][C:7]([C:8]#[N:9])=[C:6]([S:12][CH3:13])[N:5]=1. The yield is 0.810. (7) The reactants are [C:1]([O:10][CH3:11])(=[O:9])[C:2]([CH2:4][C:5](OC)=[O:6])=[CH2:3].[C:12]1([C@H:18]([NH2:20])[CH3:19])[CH:17]=[CH:16][CH:15]=[CH:14][CH:13]=1.C1(C)C=CC(S(O)(=O)=O)=CC=1. The catalyst is CO. The product is [O:6]=[C:5]1[N:20]([C@@H:18]([C:12]2[CH:17]=[CH:16][CH:15]=[CH:14][CH:13]=2)[CH3:19])[CH2:3][C@@H:2]([C:1]([O:10][CH3:11])=[O:9])[CH2:4]1.[O:6]=[C:5]1[N:20]([C@@H:18]([C:12]2[CH:17]=[CH:16][CH:15]=[CH:14][CH:13]=2)[CH3:19])[CH2:3][C@H:2]([C:1]([O:10][CH3:11])=[O:9])[CH2:4]1. The yield is 0.360.